From a dataset of Forward reaction prediction with 1.9M reactions from USPTO patents (1976-2016). Predict the product of the given reaction. (1) Given the reactants [S:1]1[CH2:6][CH2:5][C:4](=[O:7])[CH2:3][CH2:2]1.[Li+].CC([N-]C(C)C)C.C1C=CC(N([S:23]([C:26]([F:29])([F:28])[F:27])(=[O:25])=[O:24])[S:23]([C:26]([F:29])([F:28])[F:27])(=[O:25])=[O:24])=CC=1, predict the reaction product. The product is: [F:27][C:26]([F:29])([F:28])[S:23]([O:7][C:4]1[CH2:3][CH2:2][S:1][CH2:6][CH:5]=1)(=[O:25])=[O:24]. (2) Given the reactants [Cl:1][C:2]1[C:7]([C:8](O)=[O:9])=[C:6]([Cl:11])[N:5]=[CH:4][N:3]=1.C(Cl)(=O)C([Cl:15])=O, predict the reaction product. The product is: [Cl:1][C:2]1[C:7]([C:8]([Cl:15])=[O:9])=[C:6]([Cl:11])[N:5]=[CH:4][N:3]=1. (3) The product is: [N:25]1([C:23](=[O:24])[CH2:22][CH2:21][NH:20][C:18]([N:15]2[CH2:16][CH2:17][CH:12]([NH:11][C:10]3[CH:9]=[CH:8][C:7]([CH2:6][CH2:5][NH:4][CH2:61][C@H:59]([OH:60])[CH2:58][O:57][C:54]4[CH:55]=[CH:56][C:51]([OH:50])=[CH:52][CH:53]=4)=[CH:32][CH:31]=3)[CH2:13][CH2:14]2)=[O:19])[CH2:26][CH2:27][O:28][CH2:29][CH2:30]1. Given the reactants C(O)=O.[NH2:4][CH2:5][CH2:6][C:7]1[CH:32]=[CH:31][C:10]([NH:11][CH:12]2[CH2:17][CH2:16][N:15]([C:18]([NH:20][CH2:21][CH2:22][C:23]([N:25]3[CH2:30][CH2:29][O:28][CH2:27][CH2:26]3)=[O:24])=[O:19])[CH2:14][CH2:13]2)=[CH:9][CH:8]=1.C([Si]([O:50][C:51]1[CH:56]=[CH:55][C:54]([O:57][CH2:58][CH:59]2[CH2:61][O:60]2)=[CH:53][CH:52]=1)(C1C=CC=CC=1)C1C=CC=CC=1)(C)(C)C, predict the reaction product. (4) Given the reactants [N:1]1[N:2]=[C:3]([C:19]2[CH:24]=[CH:23][C:22]([CH2:25][OH:26])=[CH:21][CH:20]=2)[N:4]2[C:10]=1[C:9]1[CH:11]=[CH:12][CH:13]=[CH:14][C:8]=1[NH:7][C:6]1[N:15]=[CH:16][CH:17]=[CH:18][C:5]2=1.C(N(C(C)C)CC)(C)C.[CH3:36][S:37](Cl)(=[O:39])=[O:38], predict the reaction product. The product is: [CH3:36][S:37]([O:26][CH2:25][C:22]1[CH:23]=[CH:24][C:19]([C:3]2[N:4]3[C:5]4[CH:18]=[CH:17][CH:16]=[N:15][C:6]=4[NH:7][C:8]4[CH:14]=[CH:13][CH:12]=[CH:11][C:9]=4[C:10]3=[N:1][N:2]=2)=[CH:20][CH:21]=1)(=[O:39])=[O:38]. (5) Given the reactants [C-]#N.[K+].[N:4]1[CH:9]=[CH:8][CH:7]=[CH:6][C:5]=1[CH:10]=[O:11].[N+:12]([CH2:14][S:15]([C:18]1[CH:23]=[CH:22][C:21](C)=[CH:20][CH:19]=1)(=[O:17])=[O:16])#[C-:13], predict the reaction product. The product is: [C:18]1([S:15]([CH:14]2[CH:10]([C:5]3[CH:6]=[CH:7][CH:8]=[CH:9][N:4]=3)[O:11][CH:13]=[N:12]2)(=[O:16])=[O:17])[CH:19]=[CH:20][CH:21]=[CH:22][CH:23]=1. (6) Given the reactants [F-].C([N+](CCCC)(CCCC)CCCC)CCC.[Si]([O:26][CH2:27][CH:28]1[CH2:33][CH2:32][C:31]([C:36]([N:38]2[CH2:42][CH2:41][C@@:40]([S:59]([C:62]3[CH:67]=[CH:66][C:65]([F:68])=[C:64]([CH3:69])[CH:63]=3)(=[O:61])=[O:60])([C:43]3[CH:48]=[CH:47][C:46]([C:49]([F:58])([C:54]([F:57])([F:56])[F:55])[C:50]([F:53])([F:52])[F:51])=[CH:45][CH:44]=3)[CH2:39]2)=[O:37])([O:34][CH3:35])[CH2:30][CH2:29]1)(C(C)(C)C)(C)C, predict the reaction product. The product is: [F:68][C:65]1[CH:66]=[CH:67][C:62]([S:59]([C@@:40]2([C:43]3[CH:48]=[CH:47][C:46]([C:49]([F:58])([C:54]([F:55])([F:56])[F:57])[C:50]([F:51])([F:52])[F:53])=[CH:45][CH:44]=3)[CH2:41][CH2:42][N:38]([C:36]([C:31]3([O:34][CH3:35])[CH2:30][CH2:29][CH:28]([CH2:27][OH:26])[CH2:33][CH2:32]3)=[O:37])[CH2:39]2)(=[O:60])=[O:61])=[CH:63][C:64]=1[CH3:69].